From a dataset of Reaction yield outcomes from USPTO patents with 853,638 reactions. Predict the reaction yield, written as a fraction of the theoretical maximum amount of product (1.0 means a 100% yield; for example, 0.34 means a 34% yield). (1) The reactants are [F:1][C:2]([F:12])([F:11])[C:3]1[C:8]([C:9]#[N:10])=[CH:7][N:6]=[CH:5][CH:4]=1.N. The catalyst is [Ni].C(O)C. The product is [NH2:10][CH2:9][C:8]1[CH:7]=[N:6][CH:5]=[CH:4][C:3]=1[C:2]([F:12])([F:1])[F:11]. The yield is 0.550. (2) The reactants are [CH3:1][NH:2][CH3:3].C1COCC1.[CH2:9]=[C:10]1[CH:15]2[CH2:16][CH:12]([CH2:13][CH2:14]2)[C:11]1=[O:17]. No catalyst specified. The product is [CH3:1][N:2]([CH2:9][CH:10]1[CH:15]2[CH2:16][CH:12]([CH2:13][CH2:14]2)[C:11]1=[O:17])[CH3:3]. The yield is 0.990.